Predict the reactants needed to synthesize the given product. From a dataset of Full USPTO retrosynthesis dataset with 1.9M reactions from patents (1976-2016). (1) Given the product [C:1]([C:4]1[C:8]([CH3:9])=[C:7]([Br:11])[O:6][C:5]=1[CH3:10])(=[O:3])[CH3:2], predict the reactants needed to synthesize it. The reactants are: [C:1]([C:4]1[C:8]([CH3:9])=[CH:7][O:6][C:5]=1[CH3:10])(=[O:3])[CH3:2].[Br:11]N1C(=O)CCC1=O.N(C(C)(C)C#N)=NC(C)(C)C#N.O. (2) Given the product [CH3:1][C:2]1[CH:7]=[C:6]([CH3:8])[NH:5][C:4](=[O:9])[C:3]=1[CH2:10][NH:11][C:12](=[O:37])[C:13]1[CH:18]=[C:17]([C:19]#[C:20][CH:21]2[CH2:26][CH2:25][N:24]([CH3:41])[CH2:23][CH2:22]2)[CH:16]=[C:15]([N:27]([CH2:34][CH3:35])[CH:28]2[CH2:33][CH2:32][O:31][CH2:30][CH2:29]2)[C:14]=1[CH3:36], predict the reactants needed to synthesize it. The reactants are: [CH3:1][C:2]1[CH:7]=[C:6]([CH3:8])[NH:5][C:4](=[O:9])[C:3]=1[CH2:10][NH:11][C:12](=[O:37])[C:13]1[CH:18]=[C:17]([C:19]#[C:20][CH:21]2[CH2:26][CH2:25][NH:24][CH2:23][CH2:22]2)[CH:16]=[C:15]([N:27]([CH2:34][CH3:35])[CH:28]2[CH2:33][CH2:32][O:31][CH2:30][CH2:29]2)[C:14]=1[CH3:36].C=O.O.[C:41]([BH3-])#N.[Na+]. (3) Given the product [Cl:1][C:2]1[CH:3]=[CH:4][C:5]([NH:8][C:9]([NH:11][C@@H:12]([C:18]([N:20]2[CH2:25][CH2:24][CH:23]([N:26]3[CH2:30][C:29]4=[CH:31][N:32]=[C:33]([CH3:34])[N:28]4[C:27]3=[O:35])[CH2:22][CH2:21]2)=[O:19])[C:13]([CH3:14])([S:15]([CH3:16])=[O:38])[CH3:17])=[O:10])=[CH:6][CH:7]=1.[Cl:1][C:2]1[CH:3]=[CH:4][C:5]([NH:8][C:9]([NH:11][C@@H:12]([C:18]([N:20]2[CH2:25][CH2:24][CH:23]([N:26]3[CH2:30][C:29]4=[CH:31][N:32]=[C:33]([CH3:34])[N:28]4[C:27]3=[O:35])[CH2:22][CH2:21]2)=[O:19])[C:13]([CH3:14])([S:37]([CH3:36])(=[O:40])=[O:38])[CH3:17])=[O:10])=[CH:6][CH:7]=1, predict the reactants needed to synthesize it. The reactants are: [Cl:1][C:2]1[CH:7]=[CH:6][C:5]([NH:8][C:9]([NH:11][C@@H:12]([C:18]([N:20]2[CH2:25][CH2:24][CH:23]([N:26]3[CH2:30][C:29]4=[CH:31][N:32]=[C:33]([CH3:34])[N:28]4[C:27]3=[O:35])[CH2:22][CH2:21]2)=[O:19])[C:13]([CH3:17])([S:15][CH3:16])[CH3:14])=[O:10])=[CH:4][CH:3]=1.[CH3:36][S:37]([OH:40])(=O)=[O:38].ClC1C=CC=C(C(OO)=O)C=1.S([O-])([O-])=O.[Na+].[Na+].C(=O)([O-])O.[Na+]. (4) Given the product [O:9]=[C:10]1[CH2:11][C:12]2([CH2:15][CH:14]([C:16]([O:18][CH2:2][C:3]3[CH:8]=[CH:7][CH:6]=[CH:5][CH:4]=3)=[O:17])[CH2:13]2)[CH2:19]1, predict the reactants needed to synthesize it. The reactants are: Br[CH2:2][C:3]1[CH:8]=[CH:7][CH:6]=[CH:5][CH:4]=1.[O:9]=[C:10]1[CH2:19][C:12]2([CH2:15][CH:14]([C:16]([OH:18])=[O:17])[CH2:13]2)[CH2:11]1.CCN(C(C)C)C(C)C.